From a dataset of NCI-60 drug combinations with 297,098 pairs across 59 cell lines. Regression. Given two drug SMILES strings and cell line genomic features, predict the synergy score measuring deviation from expected non-interaction effect. (1) Drug 1: C1C(C(OC1N2C=NC3=C(N=C(N=C32)Cl)N)CO)O. Drug 2: CN(C(=O)NC(C=O)C(C(C(CO)O)O)O)N=O. Cell line: KM12. Synergy scores: CSS=30.6, Synergy_ZIP=-0.119, Synergy_Bliss=-0.0696, Synergy_Loewe=-57.8, Synergy_HSA=-0.416. (2) Drug 1: C1CCN(CC1)CCOC2=CC=C(C=C2)C(=O)C3=C(SC4=C3C=CC(=C4)O)C5=CC=C(C=C5)O. Drug 2: C#CCC(CC1=CN=C2C(=N1)C(=NC(=N2)N)N)C3=CC=C(C=C3)C(=O)NC(CCC(=O)O)C(=O)O. Cell line: MCF7. Synergy scores: CSS=9.81, Synergy_ZIP=-1.47, Synergy_Bliss=0.508, Synergy_Loewe=1.24, Synergy_HSA=1.12. (3) Drug 1: COC1=C(C=C2C(=C1)N=CN=C2NC3=CC(=C(C=C3)F)Cl)OCCCN4CCOCC4. Drug 2: CC1CCCC2(C(O2)CC(NC(=O)CC(C(C(=O)C(C1O)C)(C)C)O)C(=CC3=CSC(=N3)C)C)C. Cell line: HCT116. Synergy scores: CSS=13.8, Synergy_ZIP=-4.83, Synergy_Bliss=-0.807, Synergy_Loewe=-2.04, Synergy_HSA=-0.373. (4) Drug 1: C1CC(=O)NC(=O)C1N2C(=O)C3=CC=CC=C3C2=O. Drug 2: C(CCl)NC(=O)N(CCCl)N=O. Cell line: HCC-2998. Synergy scores: CSS=0.736, Synergy_ZIP=-0.0247, Synergy_Bliss=-1.01, Synergy_Loewe=-3.06, Synergy_HSA=-4.93.